The task is: Predict the reactants needed to synthesize the given product.. This data is from Full USPTO retrosynthesis dataset with 1.9M reactions from patents (1976-2016). (1) The reactants are: [F-].C([N+](CCCC)(CCCC)CCCC)CCC.[Si]([O:26][CH2:27][C:28]1[CH:29]=[CH:30][C:31]([C:34](=[O:39])[CH2:35][CH:36]([CH3:38])[CH3:37])=[N:32][CH:33]=1)(C(C)(C)C)(C)C. Given the product [OH:26][CH2:27][C:28]1[CH:29]=[CH:30][C:31]([C:34](=[O:39])[CH2:35][CH:36]([CH3:37])[CH3:38])=[N:32][CH:33]=1, predict the reactants needed to synthesize it. (2) Given the product [CH2:1]([O:8][C:9]1[C:14]([O:15][CH3:16])=[CH:13][CH:12]=[CH:11][C:10]=1[CH2:17][C:18]([O:25][CH3:23])=[O:20])[C:2]1[CH:7]=[CH:6][CH:5]=[CH:4][CH:3]=1, predict the reactants needed to synthesize it. The reactants are: [CH2:1]([O:8][C:9]1[C:14]([O:15][CH3:16])=[CH:13][CH:12]=[CH:11][C:10]=1[CH2:17][C:18]#N)[C:2]1[CH:7]=[CH:6][CH:5]=[CH:4][CH:3]=1.[OH-:20].[Na+].Cl.[CH2:23]([OH:25])C. (3) Given the product [Cl:1][C:2]1[CH:46]=[CH:45][C:5]2[NH:6][C:7]([C@@H:9]([NH:28][C:29](=[O:44])[C:30]3[CH:35]=[CH:34][C:33]([C:36]([N:38]4[CH2:42][CH2:41][CH2:40][CH2:39]4)=[O:37])=[C:32]([CH3:43])[CH:31]=3)[CH2:10][CH2:11][C:12]([N:14]3[CH2:18][CH2:17][CH2:16][C@@H:15]3[CH2:19][NH2:20])=[O:13])=[N:8][C:4]=2[CH:3]=1, predict the reactants needed to synthesize it. The reactants are: [Cl:1][C:2]1[CH:46]=[CH:45][C:5]2[NH:6][C:7]([C@@H:9]([NH:28][C:29](=[O:44])[C:30]3[CH:35]=[CH:34][C:33]([C:36]([N:38]4[CH2:42][CH2:41][CH2:40][CH2:39]4)=[O:37])=[C:32]([CH3:43])[CH:31]=3)[CH2:10][CH2:11][C:12]([N:14]3[CH2:18][CH2:17][CH2:16][C@@H:15]3[CH2:19][NH:20]C(OC(C)(C)C)=O)=[O:13])=[N:8][C:4]=2[CH:3]=1.FC(F)(F)C(O)=O.ClCl. (4) The reactants are: [CH2:1]([Si:3]([CH2:17][CH3:18])([CH2:15][CH3:16])[N:4]([CH2:8][C:9]1[CH:14]=[CH:13][CH:12]=[CH:11][CH:10]=1)[CH2:5][CH:6]=[CH2:7])[CH3:2].[CH3:19][O:20][SiH:21]([O:24][CH3:25])[O:22][CH3:23]. Given the product [CH2:17]([Si:3]([CH2:15][CH3:16])([CH2:1][CH3:2])[N:4]([CH2:8][C:9]1[CH:14]=[CH:13][CH:12]=[CH:11][CH:10]=1)[CH2:5][CH2:6][CH2:7][Si:21]([O:24][CH3:25])([O:22][CH3:23])[O:20][CH3:19])[CH3:18], predict the reactants needed to synthesize it. (5) Given the product [Cl:1][C:2]1[CH:8]=[CH:7][C:6]([N+:9]([O-:11])=[O:10])=[CH:5][C:3]=1[NH:4][C:17](=[O:18])[C:16]1[CH:20]=[CH:21][C:13]([CH3:12])=[CH:14][CH:15]=1, predict the reactants needed to synthesize it. The reactants are: [Cl:1][C:2]1[CH:8]=[CH:7][C:6]([N+:9]([O-:11])=[O:10])=[CH:5][C:3]=1[NH2:4].[CH3:12][C:13]1[CH:21]=[CH:20][C:16]([C:17](Cl)=[O:18])=[CH:15][CH:14]=1.C(OCC)(=O)C. (6) The reactants are: [CH3:1][O:2][C:3]([C:5]1[CH:14]=[C:13]([OH:15])[C:12]2[C:7](=[CH:8][C:9]([Cl:17])=[CH:10][C:11]=2[Cl:16])[CH:6]=1)=[O:4].Cl[CH2:19][C:20]([NH:22][C:23]1[CH:28]=[CH:27][CH:26]=[C:25]([O:29][CH2:30][C:31]([N:33]2[CH2:38][CH2:37][O:36][CH2:35][CH2:34]2)=[O:32])[CH:24]=1)=[O:21]. Given the product [CH3:1][O:2][C:3]([C:5]1[CH:14]=[C:13]([O:15][CH2:19][C:20](=[O:21])[NH:22][C:23]2[CH:28]=[CH:27][CH:26]=[C:25]([O:29][CH2:30][C:31]([N:33]3[CH2:34][CH2:35][O:36][CH2:37][CH2:38]3)=[O:32])[CH:24]=2)[C:12]2[C:7](=[CH:8][C:9]([Cl:17])=[CH:10][C:11]=2[Cl:16])[CH:6]=1)=[O:4], predict the reactants needed to synthesize it. (7) The reactants are: [O:1]=[C:2]1[NH:11][C:10]2[C:5](=[CH:6][CH:7]=[C:8]([S:12][C:13]3[CH:14]=[C:15]([C:19]4([C:25]#[N:26])[CH2:24][CH2:23][O:22][CH2:21][CH2:20]4)[CH:16]=[CH:17][CH:18]=3)[CH:9]=2)[N:4]2[C:27]([C:30]3[CH:35]=[CH:34][CH:33]=[CH:32][CH:31]=3)=[N:28][N:29]=[C:3]12.[CH3:36]C(C)([O-])C.[K+].IC. Given the product [CH3:36][N:11]1[C:10]2[C:5](=[CH:6][CH:7]=[C:8]([S:12][C:13]3[CH:14]=[C:15]([C:19]4([C:25]#[N:26])[CH2:24][CH2:23][O:22][CH2:21][CH2:20]4)[CH:16]=[CH:17][CH:18]=3)[CH:9]=2)[N:4]2[C:27]([C:30]3[CH:35]=[CH:34][CH:33]=[CH:32][CH:31]=3)=[N:28][N:29]=[C:3]2[C:2]1=[O:1], predict the reactants needed to synthesize it. (8) Given the product [CH3:35][C:6]([CH3:36])([CH:7]([OH:34])[CH2:8][N:9]1[CH2:10][CH2:11][N:12]([C:15]2[S:16][CH:17]=[C:18]([C:20]3[CH:29]=[CH:28][C:27]4[C:26]([CH3:31])([CH3:30])[CH2:25][CH2:24][C:23]([CH3:33])([CH3:32])[C:22]=4[CH:21]=3)[N:19]=2)[CH2:13][CH2:14]1)[CH2:5][CH2:4][OH:3], predict the reactants needed to synthesize it. The reactants are: C([O:3][C:4](=O)[CH2:5][C:6]([CH3:36])([CH3:35])[C:7](=[O:34])[CH2:8][N:9]1[CH2:14][CH2:13][N:12]([C:15]2[S:16][CH:17]=[C:18]([C:20]3[CH:29]=[CH:28][C:27]4[C:26]([CH3:31])([CH3:30])[CH2:25][CH2:24][C:23]([CH3:33])([CH3:32])[C:22]=4[CH:21]=3)[N:19]=2)[CH2:11][CH2:10]1)C.[H-].[Al+3].[Li+].[H-].[H-].[H-].S([O-])([O-])(=O)=O.[Na+].[Na+]. (9) Given the product [CH3:2][O:3][C:4](=[O:11])[C@@H:5]([N:6]1[CH2:18][C:17]([O:20][C:21]2[C:26]([F:27])=[CH:25][CH:24]=[C:23]([O:28][CH2:29][CH3:30])[C:22]=2[F:31])=[CH:16][C:15]1=[O:14])[CH2:7][CH:8]([CH3:10])[CH3:9], predict the reactants needed to synthesize it. The reactants are: Cl.[CH3:2][O:3][C:4](=[O:11])[C@H:5]([CH2:7][CH:8]([CH3:10])[CH3:9])[NH2:6].C([O:14][C:15](=O)/[CH:16]=[C:17](/[O:20][C:21]1[C:26]([F:27])=[CH:25][CH:24]=[C:23]([O:28][CH2:29][CH3:30])[C:22]=1[F:31])\[CH2:18]Br)C.C(N(CC)C(C)C)(C)C.C(OCC)(=O)C.